This data is from HIV replication inhibition screening data with 41,000+ compounds from the AIDS Antiviral Screen. The task is: Binary Classification. Given a drug SMILES string, predict its activity (active/inactive) in a high-throughput screening assay against a specified biological target. (1) The drug is O=C1CCC23CC(C=CC=C12)n1c(=O)n(-c2ccccc2)c(=O)n13. The result is 0 (inactive). (2) The drug is C[N+](C)(C)CCC#CC[N+]1(C)CCCC1. The result is 0 (inactive). (3) The molecule is O=C1[OH+][Zn-4]234([O+]=C(c5cccs5)C=[N+]2c2ccccc21)[O+]=C(c1cccs1)C=[N+]3c1ccccc1C(=O)[OH+]4. The result is 0 (inactive). (4) The molecule is COc1ccc(CCNC(=O)Cc2ccccc2CO)cc1OC. The result is 0 (inactive). (5) The drug is CCOC(=O)C1=CC(C)(C(=O)OCC)Nc2c(nc(SC)n(C)c2=O)N1. The result is 0 (inactive). (6) The drug is COc1ccc(C=C2SC(=S)NC2=O)c(OC)c1OC. The result is 0 (inactive). (7) The molecule is O=C(CC1(O)C(=O)Nc2ccc([N+](=O)[O-])cc21)c1ccc2ccccc2c1. The result is 0 (inactive).